This data is from hERG potassium channel inhibition data for cardiac toxicity prediction from Karim et al.. The task is: Regression/Classification. Given a drug SMILES string, predict its toxicity properties. Task type varies by dataset: regression for continuous values (e.g., LD50, hERG inhibition percentage) or binary classification for toxic/non-toxic outcomes (e.g., AMES mutagenicity, cardiotoxicity, hepatotoxicity). Dataset: herg_karim. (1) The compound is C[C@@H]1CN(C(=O)c2ccccc2)CCN1C(=O)C(=O)c1c[nH]c2ccccc12. The result is 0 (non-blocker). (2) The compound is Cc1nnc(C(C)C)n1C1CCN(C(C)C[C@H](NC(=O)C2CCC2)c2ccccc2)CC1. The result is 1 (blocker). (3) The compound is CC(C)Cc1ccc2c(c1)C1(COC(N)=N1)C1(COC1)C1(CCC1)O2. The result is 0 (non-blocker). (4) The result is 1 (blocker). The molecule is CCOC(=O)[C@H]1CC[C@@H](N2CC(NC(=O)CNc3nn(C)c4ccc(C(F)(F)F)cc34)C2)CC1. (5) The result is 0 (non-blocker). The compound is Cc1noc(C)c1-c1[nH]c2ccccc2c1CCNCc1ccc(C=CC(=O)NO)cc1. (6) The compound is Cc1cc(F)ccc1OC1CCN(CC2CCN([C@@](C)(Cc3ccc(F)cc3)C(=O)O)CC2)CC1. The result is 0 (non-blocker). (7) The result is 1 (blocker). The compound is COCCOCC#Cc1cc(-c2n[nH]c3c2C(=O)c2cc(CN4CCN(C)CC4)ccc2-3)cs1. (8) The compound is O=C(NCCN1CCCCC1)c1ccc(CN2CCC(NC(=O)c3cc(=O)c4ccc(F)cc4o3)CC2)cc1. The result is 0 (non-blocker). (9) The drug is C[NH+]1CC[NH+](CCCN2c3ccccc3Sc3ccc(Cl)cc32)CC1. The result is 0 (non-blocker).